From a dataset of Orexin1 receptor HTS with 218,158 compounds and 233 confirmed actives. Binary Classification. Given a drug SMILES string, predict its activity (active/inactive) in a high-throughput screening assay against a specified biological target. The drug is Clc1c(Cc2c(=O)n(Cc3cc4OCOc4cc3)ccc2O)c(F)ccc1. The result is 0 (inactive).